This data is from Full USPTO retrosynthesis dataset with 1.9M reactions from patents (1976-2016). The task is: Predict the reactants needed to synthesize the given product. Given the product [Br:3][C:4]1[C:11]([O:12][CH2:13][C:14]2[CH:19]=[CH:18][C:17]([O:20][CH3:21])=[CH:16][CH:15]=2)=[CH:10][CH:9]=[CH:8][C:5]=1[CH2:6][OH:7], predict the reactants needed to synthesize it. The reactants are: [BH4-].[Na+].[Br:3][C:4]1[C:11]([O:12][CH2:13][C:14]2[CH:19]=[CH:18][C:17]([O:20][CH3:21])=[CH:16][CH:15]=2)=[CH:10][CH:9]=[CH:8][C:5]=1[CH:6]=[O:7].